Dataset: Forward reaction prediction with 1.9M reactions from USPTO patents (1976-2016). Task: Predict the product of the given reaction. (1) Given the reactants C(=O)([O-])[O-].[K+].[K+].[Br:7][C:8]1[CH:13]=[CH:12][CH:11]=[C:10](F)[C:9]=1[N+:15]([O-:17])=[O:16].[CH2:18]([NH2:25])[C:19]1[CH:24]=[CH:23][CH:22]=[CH:21][CH:20]=1, predict the reaction product. The product is: [CH2:18]([NH:25][C:10]1[CH:11]=[CH:12][CH:13]=[C:8]([Br:7])[C:9]=1[N+:15]([O-:17])=[O:16])[C:19]1[CH:24]=[CH:23][CH:22]=[CH:21][CH:20]=1. (2) Given the reactants [F:1][C:2]1[CH:7]=[C:6](B2OC(C)(C)C(C)(C)O2)[CH:5]=[CH:4][C:3]=1[C:17]1[CH:18]=[N:19][C:20]([NH2:23])=[N:21][CH:22]=1.Br[C:25]1[CH:30]=[CH:29][CH:28]=[CH:27][C:26]=1[S:31]([N:34]([CH2:38][CH2:39][OH:40])[CH:35]([CH3:37])[CH3:36])(=[O:33])=[O:32], predict the reaction product. The product is: [NH2:23][C:20]1[N:21]=[CH:22][C:17]([C:3]2[CH:4]=[CH:5][C:6]([C:25]3[C:26]([S:31]([N:34]([CH2:38][CH2:39][OH:40])[CH:35]([CH3:36])[CH3:37])(=[O:33])=[O:32])=[CH:27][CH:28]=[CH:29][CH:30]=3)=[CH:7][C:2]=2[F:1])=[CH:18][N:19]=1. (3) The product is: [Cl:9][C:10]1[CH:11]=[CH:12][C:13]([CH2:16][CH2:17][C:18]([O:20][CH3:21])=[O:19])=[CH:14][C:15]=1[I:7]. Given the reactants I([O-])(=O)(=O)=O.[Na+].[I:7]I.[Cl:9][C:10]1[CH:15]=[CH:14][C:13]([CH2:16][CH2:17][C:18]([O:20][CH3:21])=[O:19])=[CH:12][CH:11]=1, predict the reaction product. (4) Given the reactants [CH2:1]([OH:11])[C:2]1[CH:10]=[CH:9][C:8]2[O:7][CH2:6][O:5][C:4]=2[CH:3]=1.[H-].[Na+].[CH2:14]([O:16][CH2:17]Cl)[CH3:15].C(OCC)(=O)C, predict the reaction product. The product is: [CH2:14]([O:16][CH2:17][O:11][CH2:1][C:2]1[CH:10]=[CH:9][C:8]2[O:7][CH2:6][O:5][C:4]=2[CH:3]=1)[CH3:15]. (5) Given the reactants B.[Na].[CH2:3]([CH:8]1[CH2:12][CH2:11][CH:10]([CH2:13][CH2:14][CH2:15][CH2:16][CH3:17])[C:9]1=[O:18])[CH2:4][CH2:5][CH2:6][CH3:7].Cl, predict the reaction product. The product is: [CH2:3]([CH:8]1[CH2:12][CH2:11][CH:10]([CH2:13][CH2:14][CH2:15][CH2:16][CH3:17])[CH:9]1[OH:18])[CH2:4][CH2:5][CH2:6][CH3:7]. (6) Given the reactants [NH2:1][C:2]1[CH:10]=[CH:9][CH:8]=[C:7]2[C:3]=1[C:4](=[O:20])[N:5]([CH:12]1[CH2:17][CH2:16][C:15](=[O:18])[NH:14][C:13]1=[O:19])[C:6]2=[O:11].[O:21]1[CH:25]=[CH:24][CH:23]=[C:22]1[CH:26]=O.[BH4-].[Na+], predict the reaction product. The product is: [O:19]=[C:13]1[CH:12]([N:5]2[C:4](=[O:20])[C:3]3[C:7](=[CH:8][CH:9]=[CH:10][C:2]=3[NH:1][CH2:26][C:22]3[O:21][CH:25]=[CH:24][CH:23]=3)[C:6]2=[O:11])[CH2:17][CH2:16][C:15](=[O:18])[NH:14]1. (7) Given the reactants [CH:1]([C:4]1[CH:34]=[CH:33][C:7]([CH2:8][O:9][C:10]([N:12]2[CH2:17][CH2:16][CH2:15][CH:14]([C:18]3[CH:23]=[CH:22][CH:21]=[C:20]([O:24][C:25]([C:28]([O:30]CC)=[O:29])([CH3:27])[CH3:26])[CH:19]=3)[CH2:13]2)=[O:11])=[CH:6][CH:5]=1)([CH3:3])[CH3:2].C(=O)([O-])[O-].[K+].[K+].CO, predict the reaction product. The product is: [CH:1]([C:4]1[CH:5]=[CH:6][C:7]([CH2:8][O:9][C:10]([N:12]2[CH2:17][CH2:16][CH2:15][CH:14]([C:18]3[CH:23]=[CH:22][CH:21]=[C:20]([O:24][C:25]([C:28]([OH:30])=[O:29])([CH3:27])[CH3:26])[CH:19]=3)[CH2:13]2)=[O:11])=[CH:33][CH:34]=1)([CH3:3])[CH3:2]. (8) Given the reactants [Br:1][C:2]1[CH:3]=[C:4]2[N:10]=[CH:9][NH:8][C:5]2=[N:6][CH:7]=1.[H-].[Na+].[CH3:13][Si:14]([CH3:21])([CH3:20])[CH2:15][CH2:16][O:17][CH2:18]Cl, predict the reaction product. The product is: [Br:1][C:2]1[CH:3]=[C:4]2[N:10]=[CH:9][N:8]([CH2:18][O:17][CH2:16][CH2:15][Si:14]([CH3:21])([CH3:20])[CH3:13])[C:5]2=[N:6][CH:7]=1.